From a dataset of Full USPTO retrosynthesis dataset with 1.9M reactions from patents (1976-2016). Predict the reactants needed to synthesize the given product. (1) Given the product [S:41]([CH2:39][CH3:40])([OH:44])(=[O:43])=[O:42].[NH2:1][C@@H:2]([CH2:6][C:7]1[CH:12]=[CH:11][C:10]([C:13]2[CH:18]=[C:17]([O:19][C@H:20]([C:25]3[CH:30]=[CH:29][C:28]([Cl:31])=[CH:27][C:26]=3[N:32]3[CH:36]=[CH:35][C:34]([CH3:37])=[N:33]3)[C:21]([F:23])([F:24])[F:22])[N:16]=[C:15]([NH2:38])[N:14]=2)=[CH:9][CH:8]=1)[C:3]([OH:5])=[O:4], predict the reactants needed to synthesize it. The reactants are: [NH2:1][C@@H:2]([CH2:6][C:7]1[CH:12]=[CH:11][C:10]([C:13]2[CH:18]=[C:17]([O:19][C@H:20]([C:25]3[CH:30]=[CH:29][C:28]([Cl:31])=[CH:27][C:26]=3[N:32]3[CH:36]=[CH:35][C:34]([CH3:37])=[N:33]3)[C:21]([F:24])([F:23])[F:22])[N:16]=[C:15]([NH2:38])[N:14]=2)=[CH:9][CH:8]=1)[C:3]([OH:5])=[O:4].[CH2:39]([S:41]([OH:44])(=[O:43])=[O:42])[CH3:40].CC(O)C.CCO. (2) Given the product [O-:9][P:7]([O-:11])([O-:10])=[O:8].[O-:9][P:7]([O-:11])([O-:10])=[O:8].[Ca+2:5].[Ca+2:5].[Ca+2:5], predict the reactants needed to synthesize it. The reactants are: C([O-])([O-])=O.[Ca+2:5].[Ca].[P:7]([O-:11])([O-:10])([O-:9])=[O:8]. (3) Given the product [C:15]([C:17]1[CH:18]=[C:19]2[CH:25]=[CH:24][O:23][C:20]2=[CH:21][N:22]=1)(=[O:16])[CH3:4], predict the reactants needed to synthesize it. The reactants are: C[O-].[Na+].[C:4](OC(C)(C)C)(=O)C.C(O[C:15]([C:17]1[CH:18]=[C:19]2[CH:25]=[CH:24][O:23][C:20]2=[CH:21][N:22]=1)=[O:16])C.C(O)(=O)C.Cl. (4) Given the product [C:36]([C:34]1[CH:35]=[C:31]([NH:30][C:29]([NH:24][C@@H:17]2[C:18]3[C:23](=[CH:22][CH:21]=[CH:20][CH:19]=3)[C@H:14]([O:13][C:11]3[CH:10]=[CH:9][N:8]4[C:4]([CH:1]([CH3:3])[CH3:2])=[N:5][N:6]=[C:7]4[CH:12]=3)[CH2:15][CH2:16]2)=[O:28])[N:32]([C:40]2[CH:45]=[CH:44][C:43]([CH3:46])=[CH:42][CH:41]=2)[N:33]=1)([CH3:39])([CH3:37])[CH3:38], predict the reactants needed to synthesize it. The reactants are: [CH:1]([C:4]1[N:8]2[CH:9]=[CH:10][C:11]([O:13][C@H:14]3[C:23]4[C:18](=[CH:19][CH:20]=[CH:21][CH:22]=4)[C@@H:17]([NH2:24])[CH2:16][CH2:15]3)=[CH:12][C:7]2=[N:6][N:5]=1)([CH3:3])[CH3:2].ClC(Cl)(Cl)C[O:28][C:29](=O)[NH:30][C:31]1[N:32]([C:40]2[CH:45]=[CH:44][C:43]([CH3:46])=[CH:42][CH:41]=2)[N:33]=[C:34]([C:36]([CH3:39])([CH3:38])[CH3:37])[CH:35]=1. (5) The reactants are: [F:1][C:2]([F:9])([F:8])[C:3]([O:5]CC)=O.[NH:10]1[CH2:15][CH2:14][NH:13][CH2:12][CH2:11]1. Given the product [F:9][C:2]([F:1])([F:8])[C:3]([N:10]1[CH2:15][CH2:14][NH:13][CH2:12][CH2:11]1)=[O:5], predict the reactants needed to synthesize it. (6) The reactants are: [N:1]1[C:6]2[CH:7]=[CH:8][CH:9]=[CH:10][C:5]=2[N:4]=[C:3]([N:11]2[CH2:16][CH2:15][N:14]([C:17]([NH:19][C:20]3[C:21]([C:25]([O:27]C)=[O:26])=[CH:22][S:23][CH:24]=3)=[O:18])[CH2:13][CH2:12]2)[N:2]=1.O.[OH-].[Li+].Cl. Given the product [N:1]1[C:6]2[CH:7]=[CH:8][CH:9]=[CH:10][C:5]=2[N:4]=[C:3]([N:11]2[CH2:16][CH2:15][N:14]([C:17]([NH:19][C:20]3[C:21]([C:25]([OH:27])=[O:26])=[CH:22][S:23][CH:24]=3)=[O:18])[CH2:13][CH2:12]2)[N:2]=1, predict the reactants needed to synthesize it. (7) Given the product [CH3:41][CH2:40][CH2:39][CH2:38][CH2:37][CH2:36][CH2:35][CH2:34][CH2:33][CH2:32][CH2:31][CH2:30][O:29][S:12]([O-:15])(=[O:13])=[O:14].[Na+:16], predict the reactants needed to synthesize it. The reactants are: C1N(CCO)CCN(CC[S:12]([OH:15])(=[O:14])=[O:13])C1.[Na+:16].[Cl-].[Mg+2].[Cl-].[Cl-].C(S)[C@@H](O)[C@H](O)CS.[OH:29][CH:30]1[CH:35]([CH2:36][CH:37]=[C:38](C)[CH2:39][CH2:40][CH:41]=C(C)CCC=C(C)C)[CH:34](C)[C:33](=O)[C:32](OC)=[C:31]1OC.